This data is from Catalyst prediction with 721,799 reactions and 888 catalyst types from USPTO. The task is: Predict which catalyst facilitates the given reaction. (1) Reactant: [OH:1][C:2]1[C:7]([CH:8]=[O:9])=[CH:6][CH:5]=[CH:4][C:3]=1[C:10]1[CH:15]=[CH:14][CH:13]=[CH:12][CH:11]=1.[H-].[Na+].[CH:18](Br)([CH3:20])[CH3:19].O. Product: [CH:18]([O:1][C:2]1[C:7]([CH:8]=[O:9])=[CH:6][CH:5]=[CH:4][C:3]=1[C:10]1[CH:11]=[CH:12][CH:13]=[CH:14][CH:15]=1)([CH3:20])[CH3:19]. The catalyst class is: 9. (2) The catalyst class is: 6. Product: [Cl:25][C:19]1[CH:20]=[N:21][CH:22]=[C:23]([Cl:24])[C:18]=1[NH:17][C:11]1[C:10]2[C:15](=[C:6]([OH:5])[C:7]([O:26][CH3:27])=[CH:8][CH:9]=2)[NH:14][C:13](=[O:16])[CH:12]=1. Reactant: C1(C[O:5][C:6]2[C:7]([O:26][CH3:27])=[CH:8][CH:9]=[C:10]3[C:15]=2[NH:14][C:13](=[O:16])[CH:12]=[C:11]3[NH:17][C:18]2[C:23]([Cl:24])=[CH:22][N:21]=[CH:20][C:19]=2[Cl:25])CC1.Cl. (3) Reactant: [CH3:1][C:2]([CH3:7])([CH3:6])[CH2:3][CH:4]=O.[O:8]1[CH2:12][CH2:11][CH2:10][C@H:9]1[CH2:13][NH2:14].[S-:15][C:16]#[N:17].[K+].II. Product: [C:2]([C:3]1[S:15][C:16](=[NH:17])[N:14]([CH2:13][C@@H:9]2[CH2:10][CH2:11][CH2:12][O:8]2)[CH:4]=1)([CH3:7])([CH3:6])[CH3:1]. The catalyst class is: 290. (4) Reactant: [N:1]1([C:7]2[CH:8]=[CH:9][C:10]([N+:24]([O-])=O)=[C:11]([CH:13]=[CH:14][C:15]3[C:23]4[C:18](=[CH:19][CH:20]=[CH:21][CH:22]=4)[NH:17][N:16]=3)[CH:12]=2)[CH2:6][CH2:5][O:4][CH2:3][CH2:2]1.[Sn].Cl. Product: [NH:17]1[C:18]2[C:23](=[CH:22][CH:21]=[CH:20][CH:19]=2)[C:15]([CH:14]=[CH:13][C:11]2[CH:12]=[C:7]([N:1]3[CH2:2][CH2:3][O:4][CH2:5][CH2:6]3)[CH:8]=[CH:9][C:10]=2[NH2:24])=[N:16]1. The catalyst class is: 8.